From a dataset of Full USPTO retrosynthesis dataset with 1.9M reactions from patents (1976-2016). Predict the reactants needed to synthesize the given product. (1) Given the product [CH3:1][O:2][C:3]1[CH:8]=[CH:7][N:6]=[CH:5][C:4]=1[Si:40]([CH:44]([CH3:46])[CH3:45])([CH:41]([CH3:43])[CH3:42])[CH:37]([CH3:39])[CH3:38], predict the reactants needed to synthesize it. The reactants are: [CH3:1][O:2][C:3]1[CH:8]=[CH:7][N:6]=[CH:5][CH:4]=1.[Li+].CC([N-]C(C)C)C.CCCCCCC.C1COCC1.C(C1C=CC=CC=1)C.[CH:37]([Si:40](Cl)([CH:44]([CH3:46])[CH3:45])[CH:41]([CH3:43])[CH3:42])([CH3:39])[CH3:38]. (2) Given the product [NH2:1][C:2]1[C:7]([C:8]([NH2:9])=[O:25])=[CH:6][N:5]=[C:4]([NH:10][C@H:11]2[CH2:16][CH2:15][C@H:14]([NH2:17])[CH2:13][CH2:12]2)[N:3]=1, predict the reactants needed to synthesize it. The reactants are: [NH2:1][C:2]1[C:7]([C:8]#[N:9])=[CH:6][N:5]=[C:4]([NH:10][C@H:11]2[CH2:16][CH2:15][C@H:14]([NH:17]C(=O)OC(C)(C)C)[CH2:13][CH2:12]2)[N:3]=1.[OH-:25].[Na+]. (3) Given the product [ClH:1].[CH2:10]([NH:17][CH2:2][CH2:3][N:4]1[CH2:9][CH2:8][O:7][CH2:6][CH2:5]1)[C:11]1[CH:16]=[CH:15][CH:14]=[CH:13][CH:12]=1, predict the reactants needed to synthesize it. The reactants are: [Cl:1][CH2:2][CH2:3][N:4]1[CH2:9][CH2:8][O:7][CH2:6][CH2:5]1.[CH2:10]([NH2:17])[C:11]1[CH:16]=[CH:15][CH:14]=[CH:13][CH:12]=1. (4) Given the product [Br:16][C:17]1[C:18]([CH:27]=[O:28])=[C:19]([F:24])[C:20]([F:23])=[CH:21][CH:22]=1, predict the reactants needed to synthesize it. The reactants are: CC1(C)CCCC(C)(C)N1.C([Li])CCC.[Br:16][C:17]1[CH:22]=[CH:21][C:20]([F:23])=[C:19]([F:24])[CH:18]=1.CN(C)[CH:27]=[O:28]. (5) Given the product [C:1]([C:3]1[CH:11]=[C:10]2[C:6]([C:7]([C:28]([NH2:32])=[O:30])=[N:8][N:9]2[C:12]2[CH:17]=[CH:16][CH:15]=[C:14]([C:18]#[C:19][C@:20]3([OH:27])[CH2:24][CH2:23][N:22]([CH3:25])[C:21]3=[O:26])[CH:13]=2)=[CH:5][CH:4]=1)#[N:2], predict the reactants needed to synthesize it. The reactants are: [C:1]([C:3]1[CH:11]=[C:10]2[C:6]([C:7]([C:28]([O:30]C)=O)=[N:8][N:9]2[C:12]2[CH:17]=[CH:16][CH:15]=[C:14]([C:18]#[C:19][C@:20]3([OH:27])[CH2:24][CH2:23][N:22]([CH3:25])[C:21]3=[O:26])[CH:13]=2)=[CH:5][CH:4]=1)#[N:2].[NH3:32].